This data is from Forward reaction prediction with 1.9M reactions from USPTO patents (1976-2016). The task is: Predict the product of the given reaction. (1) Given the reactants [Cl:1][C:2]1[CH:3]=[CH:4][CH:5]=[C:6]2[C:11]=1[N:10]=[N:9][C:8]([C:12]1[CH:17]=[CH:16][CH:15]=[CH:14][CH:13]=1)=[C:7]2[C:18]1[CH:19]=[C:20]([NH2:24])[CH:21]=[CH:22][CH:23]=1.[F:25][C:26]([F:40])([F:39])[C:27]1[CH:34]=[CH:33][C:32]([C:35]([F:38])([F:37])[F:36])=[CH:31][C:28]=1[CH:29]=O, predict the reaction product. The product is: [F:25][C:26]([F:39])([F:40])[C:27]1[CH:34]=[CH:33][C:32]([C:35]([F:38])([F:36])[F:37])=[CH:31][C:28]=1[CH2:29][NH:24][C:20]1[CH:21]=[CH:22][CH:23]=[C:18]([C:7]2[C:6]3[C:11](=[C:2]([Cl:1])[CH:3]=[CH:4][CH:5]=3)[N:10]=[N:9][C:8]=2[C:12]2[CH:13]=[CH:14][CH:15]=[CH:16][CH:17]=2)[CH:19]=1. (2) Given the reactants Cl.[NH2:2][C@@H:3]([CH2:21][C:22]1[CH:27]=[C:26]([F:28])[CH:25]=[C:24]([F:29])[CH:23]=1)[C@H:4]([OH:20])[CH2:5][NH:6][C:7]1([C:10]2[CH:15]=[CH:14][CH:13]=[C:12]([C:16]([F:19])([F:18])[F:17])[CH:11]=2)[CH2:9][CH2:8]1.[O:30]=[C:31]1[C:40]2[CH:39]=[CH:38][CH:37]=[C:36]([C:41](O)=[O:42])[C:35]=2[CH2:34][CH2:33][N:32]1[CH:44]([CH2:48][CH2:49][CH3:50])[CH2:45][CH2:46][CH3:47].OC1C2N=NNC=2C=CC=1.Cl.CN(C)CCCN=C=NCC.C(N(CC)C(C)C)(C)C, predict the reaction product. The product is: [F:29][C:24]1[CH:23]=[C:22]([CH:27]=[C:26]([F:28])[CH:25]=1)[CH2:21][C@H:3]([NH:2][C:41]([C:36]1[C:35]2[CH2:34][CH2:33][N:32]([CH:44]([CH2:48][CH2:49][CH3:50])[CH2:45][CH2:46][CH3:47])[C:31](=[O:30])[C:40]=2[CH:39]=[CH:38][CH:37]=1)=[O:42])[C@H:4]([OH:20])[CH2:5][NH:6][C:7]1([C:10]2[CH:15]=[CH:14][CH:13]=[C:12]([C:16]([F:17])([F:18])[F:19])[CH:11]=2)[CH2:9][CH2:8]1. (3) The product is: [Br:1][C:2]1[CH:3]=[CH:4][C:5]([Cl:21])=[C:6]([CH:8]([C:10]2[CH:15]=[CH:14][C:13]([O:16][CH2:17][CH3:18])=[C:12]([F:19])[C:11]=2[F:20])[OH:9])[CH:7]=1. Given the reactants [Br:1][C:2]1[CH:3]=[CH:4][C:5]([Cl:21])=[C:6]([C:8]([C:10]2[CH:15]=[CH:14][C:13]([O:16][CH2:17][CH3:18])=[C:12]([F:19])[C:11]=2[F:20])=[O:9])[CH:7]=1.[BH4-].[K+], predict the reaction product. (4) The product is: [Si:12]([O:11][CH2:10][C:2]1[NH:3][C:4]2[CH:9]=[CH:8][CH:7]=[CH:6][C:5]=2[N:1]=1)([C:15]([CH3:18])([CH3:17])[CH3:16])([CH3:14])[CH3:13]. Given the reactants [NH:1]1[C:5]2[CH:6]=[CH:7][CH:8]=[CH:9][C:4]=2[N:3]=[C:2]1[CH2:10][OH:11].[Si:12](Cl)([C:15]([CH3:18])([CH3:17])[CH3:16])([CH3:14])[CH3:13], predict the reaction product.